From a dataset of Full USPTO retrosynthesis dataset with 1.9M reactions from patents (1976-2016). Predict the reactants needed to synthesize the given product. (1) Given the product [OH:8][C@H:9]([C@@H:27]([NH2:35])[CH2:28][CH:29]1[CH2:34][CH2:33][CH2:32][CH2:31][CH2:30]1)[CH2:10][N:11]([CH2:20][C:21]1[CH:26]=[CH:25][CH:24]=[CH:23][CH:22]=1)[NH2:12], predict the reactants needed to synthesize it. The reactants are: Cl.O1CCOCC1.[OH:8][C@H:9]([C@@H:27]([NH:35]C(OC(C)(C)C)=O)[CH2:28][CH:29]1[CH2:34][CH2:33][CH2:32][CH2:31][CH2:30]1)[CH2:10][N:11]([CH2:20][C:21]1[CH:26]=[CH:25][CH:24]=[CH:23][CH:22]=1)[NH:12]C(OC(C)(C)C)=O. (2) Given the product [CH2:16]([O:18][C:19]1[CH:29]=[C:28]([CH:30]2[C:8]([C:9]3[CH:14]=[CH:13][CH:12]=[CH:11][CH:10]=3)=[C:7]([C:1]3[CH:6]=[CH:5][CH:4]=[CH:3][CH:2]=3)[NH:35][C:33](=[O:34])[NH:32]2)[CH:27]=[CH:26][C:20]=1[C:21]([O:23][CH2:24][CH3:25])=[O:22])[CH3:17], predict the reactants needed to synthesize it. The reactants are: [C:1]1([C:7](=O)[CH2:8][C:9]2[CH:14]=[CH:13][CH:12]=[CH:11][CH:10]=2)[CH:6]=[CH:5][CH:4]=[CH:3][CH:2]=1.[CH2:16]([O:18][C:19]1[CH:29]=[C:28]([CH:30]=O)[CH:27]=[CH:26][C:20]=1[C:21]([O:23][CH2:24][CH3:25])=[O:22])[CH3:17].[NH2:32][C:33]([NH2:35])=[O:34].Cl. (3) Given the product [CH3:20][CH:5]1[CH2:6][C:7]2[C:8](=[CH:9][C:10]([C:11]([O:13][CH3:14])=[O:12])=[CH:15][CH:16]=2)[NH:17][C:4]1=[O:3], predict the reactants needed to synthesize it. The reactants are: C([O:3][C:4](=O)/[C:5](/[CH3:20])=[CH:6]/[C:7]1[CH:16]=[CH:15][C:10]([C:11]([O:13][CH3:14])=[O:12])=[CH:9][C:8]=1[N+:17]([O-])=O)C. (4) Given the product [C:1]([NH:4][C@@H:5]([CH2:42][C:43]1[CH:48]=[CH:47][CH:46]=[CH:45][CH:44]=1)[C:6]([NH:8][C@H:9]([C:34](=[O:41])[NH:35][CH2:36][CH2:37][CH2:38][CH2:39][CH3:40])[CH2:10][C:11]1[CH:12]=[CH:13][C:14]([N:17]2[CH2:21][C:20](=[O:22])[NH:19][S:18]2(=[O:33])=[O:32])=[CH:15][CH:16]=1)=[O:7])(=[O:3])[CH3:2], predict the reactants needed to synthesize it. The reactants are: [C:1]([NH:4][C@@H:5]([CH2:42][C:43]1[CH:48]=[CH:47][CH:46]=[CH:45][CH:44]=1)[C:6]([NH:8][C@H:9]([C:34](=[O:41])[NH:35][CH2:36][CH2:37][CH2:38][CH2:39][CH3:40])[CH2:10][C:11]1[CH:16]=[CH:15][C:14]([N:17]2[CH2:21][C:20](=[O:22])[N:19](CC3C=CC(OC)=CC=3)[S:18]2(=[O:33])=[O:32])=[CH:13][CH:12]=1)=[O:7])(=[O:3])[CH3:2].C([SiH](C)C)(C)(C)C. (5) Given the product [C:1]([C:5]1[O:6][C:7]([C:15]([OH:17])=[O:16])=[CH:8][CH:9]=1)([CH3:4])([CH3:3])[CH3:2], predict the reactants needed to synthesize it. The reactants are: [C:1]([C:5]1[O:6][CH:7]=[CH:8][CH:9]=1)([CH3:4])([CH3:3])[CH3:2].C([Li])CCC.[C:15](=[O:17])=[O:16]. (6) Given the product [ClH:17].[NH:1]1[C:9]2[C:4](=[CH:5][CH:6]=[C:7]([NH:10][NH2:11])[CH:8]=2)[CH:3]=[N:2]1, predict the reactants needed to synthesize it. The reactants are: [NH:1]1[C:9]2[C:4](=[CH:5][CH:6]=[C:7]([NH2:10])[CH:8]=2)[CH:3]=[N:2]1.[N:11]([O-])=O.[Na+].O.O.[Cl:17][Sn]Cl.